This data is from Reaction yield outcomes from USPTO patents with 853,638 reactions. The task is: Predict the reaction yield, written as a fraction of the theoretical maximum amount of product (1.0 means a 100% yield; for example, 0.34 means a 34% yield). (1) The reactants are [F:1][C:2]([F:47])([F:46])[CH2:3][C:4]([N:6]([CH2:8][C@@:9]([N:36]([CH3:45])[C:37](=[O:44])[C:38]1[CH:43]=[CH:42][CH:41]=[CH:40][CH:39]=1)([C:28]1[CH:33]=[CH:32][C:31]([Cl:34])=[C:30]([Cl:35])[CH:29]=1)[CH2:10][CH2:11][N:12]1[CH2:17][CH2:16][C:15]2([C:26]3[C:21](=[CH:22][CH:23]=[CH:24][CH:25]=3)[CH2:20][C:19](=[O:27])[NH:18]2)[CH2:14][CH2:13]1)[CH3:7])=[O:5].Cl.O1CCOCC1. The catalyst is C(Cl)(Cl)Cl. The product is [ClH:34].[F:46][C:2]([F:1])([F:47])[CH2:3][C:4]([N:6]([CH2:8][C@@:9]([N:36]([CH3:45])[C:37](=[O:44])[C:38]1[CH:39]=[CH:40][CH:41]=[CH:42][CH:43]=1)([C:28]1[CH:33]=[CH:32][C:31]([Cl:34])=[C:30]([Cl:35])[CH:29]=1)[CH2:10][CH2:11][N:12]1[CH2:13][CH2:14][C:15]2([C:26]3[C:21](=[CH:22][CH:23]=[CH:24][CH:25]=3)[CH2:20][C:19](=[O:27])[NH:18]2)[CH2:16][CH2:17]1)[CH3:7])=[O:5]. The yield is 0.840. (2) The product is [CH3:1][O:2][C:3](=[O:28])[CH2:4][C:5]1[CH:10]=[CH:9][C:8]([C:11]#[C:12][C:13]2[CH:22]=[C:21]([CH:23]=[CH2:24])[C:20]3[CH:19]([N:32]([CH:29]4[CH2:31][CH2:30]4)[CH3:33])[CH2:18][CH2:17][C:16]([CH3:27])([CH3:26])[C:15]=3[CH:14]=2)=[CH:7][CH:6]=1. The catalyst is ClCCl.C(#N)C.O.C(=O)(O)[O-].[Na+].C(OCC)C.C(O)(=O)C. The yield is 0.600. The reactants are [CH3:1][O:2][C:3](=[O:28])[CH2:4][C:5]1[CH:10]=[CH:9][C:8]([C:11]#[C:12][C:13]2[CH:22]=[C:21]([CH:23]=[CH2:24])[C:20]3[C:19](=O)[CH2:18][CH2:17][C:16]([CH3:27])([CH3:26])[C:15]=3[CH:14]=2)=[CH:7][CH:6]=1.[CH:29]1([NH2:32])[CH2:31][CH2:30]1.[C:33]([BH3-])#N.[Na+].C(=O)([O-])[O-].[K+].[K+].CI. (3) The reactants are [CH:1]1([N:5]2[CH2:10][CH2:9][N:8]([C:11]([C:13]3[CH:14]=[C:15]4[C:19](=[CH:20][CH:21]=3)[NH:18][C:17]([C:22]([N:24]3[CH2:29][CH2:28][C:27]([F:31])([F:30])[CH2:26][CH2:25]3)=[O:23])=[CH:16]4)=[O:12])[CH2:7][CH2:6]2)[CH2:4][CH2:3][CH2:2]1.[CH2:32]1[O:40][C:39]2[CH:38]=[CH:37][C:36](B(O)O)=[CH:35][C:34]=2[O:33]1.N1C=CC=CC=1. The catalyst is ClCCl.C([O-])(=O)C.[Cu+2].C([O-])(=O)C. The product is [O:33]1[C:34]2[CH:35]=[CH:36][C:37]([N:18]3[C:19]4[C:15](=[CH:14][C:13]([C:11]([N:8]5[CH2:7][CH2:6][N:5]([CH:1]6[CH2:2][CH2:3][CH2:4]6)[CH2:10][CH2:9]5)=[O:12])=[CH:21][CH:20]=4)[CH:16]=[C:17]3[C:22]([N:24]3[CH2:25][CH2:26][C:27]([F:30])([F:31])[CH2:28][CH2:29]3)=[O:23])=[CH:38][C:39]=2[O:40][CH2:32]1. The yield is 0.240. (4) The reactants are [Mg].CCOCC.BrCC.C(NCC)C.[N:15]1[CH:20]=[CH:19][CH:18]=[CH:17][C:16]=1[C:21](=[O:23])[CH3:22].Br[C:25]([CH3:35])([CH3:34])[C:26]([C:28]1[CH:33]=[CH:32][CH:31]=[CH:30][CH:29]=1)=[O:27].OS(O)(=O)=O.CCN(CC)CC. The catalyst is C1(C)C=CC=CC=1. The yield is 0.110. The product is [CH3:34][C:25]([CH3:35])([CH2:22][C:21]([C:16]1[CH:17]=[CH:18][CH:19]=[CH:20][N:15]=1)=[O:23])[C:26]([C:28]1[CH:33]=[CH:32][CH:31]=[CH:30][CH:29]=1)=[O:27]. (5) The reactants are C(OC([C:11]1[C:19]2[C:14](=[CH:15][CH:16]=[C:17](CCOS(C)(=O)=O)[CH:18]=2)[NH:13][C:12]=1C)=O)C1C=CC=CC=1.C([N:31](C1CCNC1)C)(=O)C. The product is [NH:13]1[C:14]2[C:19](=[CH:18][CH:17]=[CH:16][CH:15]=2)[CH:11]=[C:12]1[NH2:31]. The catalyst is O1CCOCC1. The yield is 0.600. (6) The reactants are Br[C:2]1[CH:3]=[C:4]([CH:8]=[C:9]([N+:11]([O-:13])=[O:12])[CH:10]=1)[C:5]([OH:7])=[O:6].[C:14]([O-:17])([O-])=O.[Cs+].[Cs+]. The catalyst is C1C=CC(/C=C/C(/C=C/C2C=CC=CC=2)=O)=CC=1.C1C=CC(/C=C/C(/C=C/C2C=CC=CC=2)=O)=CC=1.C1C=CC(/C=C/C(/C=C/C2C=CC=CC=2)=O)=CC=1.[Pd].[Pd].CC1(C)C2C(=C(P(C3C=CC=CC=3)C3C=CC=CC=3)C=CC=2)OC2C(P(C3C=CC=CC=3)C3C=CC=CC=3)=CC=CC1=2.O1CCOCC1. The product is [N+:11]([C:9]1[CH:8]=[C:4]([CH:3]=[C:2]([N:11]2[CH2:9][CH2:8][CH2:4][C:14]2=[O:17])[CH:10]=1)[C:5]([OH:7])=[O:6])([O-:13])=[O:12]. The yield is 0.750.